This data is from Peptide-MHC class I binding affinity with 185,985 pairs from IEDB/IMGT. The task is: Regression. Given a peptide amino acid sequence and an MHC pseudo amino acid sequence, predict their binding affinity value. This is MHC class I binding data. (1) The binding affinity (normalized) is 0.197. The MHC is HLA-A29:02 with pseudo-sequence HLA-A29:02. The peptide sequence is FANYNFTLV. (2) The peptide sequence is QFLSFASLF. The MHC is HLA-B57:01 with pseudo-sequence HLA-B57:01. The binding affinity (normalized) is 0.0847. (3) The peptide sequence is YADILLHSTYF. The MHC is HLA-B27:05 with pseudo-sequence HLA-B27:05. The binding affinity (normalized) is 0. (4) The peptide sequence is NTPVYKLDI. The MHC is HLA-B07:02 with pseudo-sequence HLA-B07:02. The binding affinity (normalized) is 0. (5) The peptide sequence is GLYSSTVPV. The MHC is HLA-B42:01 with pseudo-sequence YYSEYRNIYAQTDESNLYLSYNYYTWAVDAYTWY. The binding affinity (normalized) is 0.271. (6) The peptide sequence is TTEANAGQF. The MHC is HLA-A02:16 with pseudo-sequence HLA-A02:16. The binding affinity (normalized) is 0.0847. (7) The peptide sequence is YLLSLFSTLV. The MHC is HLA-A02:01 with pseudo-sequence HLA-A02:01. The binding affinity (normalized) is 1.00. (8) The peptide sequence is PFKVINLPK. The MHC is HLA-A33:01 with pseudo-sequence HLA-A33:01. The binding affinity (normalized) is 0.